Dataset: Full USPTO retrosynthesis dataset with 1.9M reactions from patents (1976-2016). Task: Predict the reactants needed to synthesize the given product. (1) Given the product [Cl:1][C:2]1[CH:8]=[CH:7][C:5]([NH:6][C:18](=[O:19])[C:17]2[CH:21]=[CH:22][C:23]([S:25]([CH3:28])(=[O:27])=[O:26])=[CH:24][C:16]=2[CH3:15])=[CH:4][C:3]=1[C:9]1[CH:14]=[CH:13][CH:12]=[CH:11][N:10]=1, predict the reactants needed to synthesize it. The reactants are: [Cl:1][C:2]1[CH:8]=[CH:7][C:5]([NH2:6])=[CH:4][C:3]=1[C:9]1[CH:14]=[CH:13][CH:12]=[CH:11][N:10]=1.[CH3:15][C:16]1[CH:24]=[C:23]([S:25]([CH3:28])(=[O:27])=[O:26])[CH:22]=[CH:21][C:17]=1[C:18](O)=[O:19]. (2) Given the product [CH:12]1([CH2:11][O:1][C:2]2[CH:9]=[CH:8][C:5]([CH:6]=[O:7])=[CH:4][CH:3]=2)[CH2:14][CH2:13]1, predict the reactants needed to synthesize it. The reactants are: [OH:1][C:2]1[CH:9]=[CH:8][C:5]([CH:6]=[O:7])=[CH:4][CH:3]=1.Br[CH2:11][CH:12]1[CH2:14][CH2:13]1.C(=O)([O-])[O-].[K+].[K+]. (3) Given the product [C:6]1([CH2:10][C:10]([NH:11][C:26]([NH:25][C:28]2[CH:33]=[CH:32][CH:31]=[C:30]([C:34]([F:35])([F:37])[F:36])[CH:29]=2)=[S:27])([C:12]2[CH:17]=[CH:16][CH:15]=[C:14]([O:18][C:19]([F:22])([F:20])[F:21])[CH:13]=2)[C:6]2[CH:7]=[CH:8][CH:9]=[C:4]([O:3][C:2]([F:23])([F:24])[F:1])[CH:5]=2)[CH:7]=[CH:8][CH:9]=[CH:4][CH:5]=1, predict the reactants needed to synthesize it. The reactants are: [F:1][C:2]([F:24])([F:23])[O:3][C:4]1[CH:5]=[C:6]([CH:10]([C:12]2[CH:17]=[CH:16][CH:15]=[C:14]([O:18][C:19]([F:22])([F:21])[F:20])[CH:13]=2)[NH2:11])[CH:7]=[CH:8][CH:9]=1.[N:25]([C:28]1[CH:33]=[CH:32][CH:31]=[C:30]([C:34]([F:37])([F:36])[F:35])[CH:29]=1)=[C:26]=[S:27]. (4) Given the product [N+:1]([C:4]1[CH:12]=[C:11]2[C:7]([CH2:8][CH2:9][C:10](=[O:13])[O:17]2)=[CH:6][CH:5]=1)([O-:3])=[O:2], predict the reactants needed to synthesize it. The reactants are: [N+:1]([C:4]1[CH:12]=[C:11]2[C:7]([CH2:8][CH2:9][C:10]2=[O:13])=[CH:6][CH:5]=1)([O-:3])=[O:2].FC(F)(F)S(O)(=O)=[O:17].ClC1C=C(C=CC=1)C(OO)=O.C1(=O)C2C(=CC=CC=2)CC1. (5) Given the product [OH:30][CH:29]([C:25]1[CH:26]=[C:27]2[C:22](=[CH:23][CH:24]=1)[C:21](=[O:32])[O:20][C@@H:19]([CH3:18])[CH2:28]2)[CH2:31][N:7]1[CH2:8][CH2:9][C:4]2([CH2:3][N:2]([C:10]3[CH:17]=[CH:16][C:13]([C:14]#[N:15])=[CH:12][N:11]=3)[CH2:1]2)[CH2:5][CH2:6]1, predict the reactants needed to synthesize it. The reactants are: [CH2:1]1[C:4]2([CH2:9][CH2:8][NH:7][CH2:6][CH2:5]2)[CH2:3][N:2]1[C:10]1[CH:17]=[CH:16][C:13]([C:14]#[N:15])=[CH:12][N:11]=1.[CH3:18][C@H:19]1[CH2:28][C:27]2[C:22](=[CH:23][CH:24]=[C:25]([CH:29]3[CH2:31][O:30]3)[CH:26]=2)[C:21](=[O:32])[O:20]1. (6) Given the product [Br:1][C:2]1[CH:10]=[CH:9][C:5]([C:6]([NH:13][NH:12][C:14]([O:16][C:17]([CH3:20])([CH3:19])[CH3:18])=[O:15])=[O:8])=[C:4]([CH3:11])[CH:3]=1, predict the reactants needed to synthesize it. The reactants are: [Br:1][C:2]1[CH:10]=[CH:9][C:5]([C:6]([OH:8])=O)=[C:4]([CH3:11])[CH:3]=1.[NH:12]([C:14]([O:16][C:17]([CH3:20])([CH3:19])[CH3:18])=[O:15])[NH2:13].C(Cl)CCl.C1C=NC2N(O)N=NC=2C=1.CCN(C(C)C)C(C)C. (7) Given the product [Cl:54][C:55]1[CH:60]=[CH:59][CH:58]=[C:57]([CH3:61])[C:56]=1[NH:62][C:63](=[O:64])[NH:32][C:33]1[CH:34]=[CH:35][C:36]([C:39]2[S:43][C:42]([CH:44]3[CH2:45][CH2:46][CH:47]([C:50]([O:52][CH3:53])=[O:51])[CH2:48][CH2:49]3)=[N:41][CH:40]=2)=[CH:37][CH:38]=1, predict the reactants needed to synthesize it. The reactants are: FC(F)(F)C1C=C(NC(=O)NC2C=CC(C3SC(CCC(OC)=O)=NC=3)=CC=2)C=CC=1.[NH2:32][C:33]1[CH:38]=[CH:37][C:36]([C:39]2[S:43][C:42]([CH:44]3[CH2:49][CH2:48][CH:47]([C:50]([O:52][CH3:53])=[O:51])[CH2:46][CH2:45]3)=[N:41][CH:40]=2)=[CH:35][CH:34]=1.[Cl:54][C:55]1[CH:60]=[CH:59][CH:58]=[C:57]([CH3:61])[C:56]=1[N:62]=[C:63]=[O:64].